Regression. Given a peptide amino acid sequence and an MHC pseudo amino acid sequence, predict their binding affinity value. This is MHC class I binding data. From a dataset of Peptide-MHC class I binding affinity with 185,985 pairs from IEDB/IMGT. The peptide sequence is PKKDERGAL. The MHC is HLA-B18:01 with pseudo-sequence HLA-B18:01. The binding affinity (normalized) is 0.0847.